Task: Predict the reaction yield, written as a fraction of the theoretical maximum amount of product (1.0 means a 100% yield; for example, 0.34 means a 34% yield).. Dataset: Reaction yield outcomes from USPTO patents with 853,638 reactions (1) The reactants are [NH:1]1[C:9]2[C:4](=[CH:5][C:6]([O:10][C:11]3[C:20]4[C:15](=[CH:16][C:17]([O:23][CH3:24])=[C:18]([O:21][CH3:22])[CH:19]=4)[N:14]=[CH:13][CH:12]=3)=[CH:7][CH:8]=2)[CH:3]=[CH:2]1.[H-].[Na+].[F:27][C:28]1[CH:33]=[C:32]([F:34])[CH:31]=[CH:30][C:29]=1[N:35]=[C:36]=[O:37].O. The catalyst is CN(C)C=O.C(OCC)(=O)C. The product is [F:27][C:28]1[CH:33]=[C:32]([F:34])[CH:31]=[CH:30][C:29]=1[NH:35][C:36]([N:1]1[C:9]2[C:4](=[CH:5][C:6]([O:10][C:11]3[C:20]4[C:15](=[CH:16][C:17]([O:23][CH3:24])=[C:18]([O:21][CH3:22])[CH:19]=4)[N:14]=[CH:13][CH:12]=3)=[CH:7][CH:8]=2)[CH:3]=[CH:2]1)=[O:37]. The yield is 0.589. (2) The reactants are [N:1]1([CH2:7][CH2:8][OH:9])[CH2:6][CH2:5][NH:4][CH2:3][CH2:2]1.[N+:10]([C:13]1[CH:18]=[CH:17][C:16]([S:19](Cl)(=[O:21])=[O:20])=[CH:15][CH:14]=1)([O-:12])=[O:11].C(N(CC)CC)C. The catalyst is ClCCl. The product is [N+:10]([C:13]1[CH:14]=[CH:15][C:16]([S:19]([N:4]2[CH2:5][CH2:6][N:1]([CH2:7][CH2:8][OH:9])[CH2:2][CH2:3]2)(=[O:21])=[O:20])=[CH:17][CH:18]=1)([O-:12])=[O:11]. The yield is 0.940. (3) The reactants are [CH3:1][O:2][C:3]1[CH:40]=[CH:39][C:6]([CH2:7][N:8]2[C:12]3=[N:13][CH:14]=[CH:15][C:16]([O:17][C:18]4[CH:23]=[CH:22][C:21]([NH2:24])=[CH:20][C:19]=4[F:25])=[C:11]3[C:10]([N:26]3[CH2:31][CH2:30][N:29]([C:32]([O:34][C:35]([CH3:38])([CH3:37])[CH3:36])=[O:33])[CH2:28][CH2:27]3)=[N:9]2)=[CH:5][CH:4]=1.[F:41][C:42]1[CH:47]=[CH:46][C:45]([N:48]2[C:53](=[O:54])[C:52]([C:55](O)=[O:56])=[CH:51][CH:50]=[N:49]2)=[CH:44][CH:43]=1.Cl.C(N=C=NCCCN(C)C)C.N1(O)C2C=CC=CC=2N=N1.C(N(C(C)C)C(C)C)C. The catalyst is CN(C=O)C. The product is [F:25][C:19]1[CH:20]=[C:21]([NH:24][C:55]([C:52]2[C:53](=[O:54])[N:48]([C:45]3[CH:46]=[CH:47][C:42]([F:41])=[CH:43][CH:44]=3)[N:49]=[CH:50][CH:51]=2)=[O:56])[CH:22]=[CH:23][C:18]=1[O:17][C:16]1[CH:15]=[CH:14][N:13]=[C:12]2[N:8]([CH2:7][C:6]3[CH:5]=[CH:4][C:3]([O:2][CH3:1])=[CH:40][CH:39]=3)[N:9]=[C:10]([N:26]3[CH2:31][CH2:30][N:29]([C:32]([O:34][C:35]([CH3:37])([CH3:36])[CH3:38])=[O:33])[CH2:28][CH2:27]3)[C:11]=12. The yield is 0.642. (4) The reactants are C(N1C=CN=C1)(N1C=CN=C1)=O.C(OC([NH:20][CH2:21][CH2:22][CH2:23][N:24]1[C:28]2[CH:29]=[C:30]([C:33](O)=[O:34])[CH:31]=[CH:32][C:27]=2[N:26]=[C:25]1[NH:36][C:37]1[CH:42]=[C:41]([O:43][CH3:44])[C:40]([O:45][CH3:46])=[C:39]([O:47][CH3:48])[CH:38]=1)=O)(C)(C)C.[NH:49]1[CH2:54][CH2:53][CH2:52][CH2:51][CH2:50]1.[ClH:55]. The yield is 0.650. The catalyst is C(Cl)(Cl)Cl.O1CCCC1.CN(C)C=O.ClCCl.C(OCC)(=O)C. The product is [ClH:55].[ClH:55].[NH2:20][CH2:21][CH2:22][CH2:23][N:24]1[C:28]2[CH:29]=[C:30]([C:33]([N:49]3[CH2:54][CH2:53][CH2:52][CH2:51][CH2:50]3)=[O:34])[CH:31]=[CH:32][C:27]=2[N:26]=[C:25]1[NH:36][C:37]1[CH:42]=[C:41]([O:43][CH3:44])[C:40]([O:45][CH3:46])=[C:39]([O:47][CH3:48])[CH:38]=1. (5) The reactants are [Br:1][C:2]1[CH:3]=[C:4]2[C:14](=[CH:15][CH:16]=1)[O:13][C:7]1[CH:8]=[N:9][C:10]([Cl:12])=[CH:11][C:6]=1[C:5]2([CH2:18][C:19]([O:21][CH2:22][CH3:23])=[O:20])O.[N:24]([Si](C)(C)C)=[N+:25]=[N-:26].C([O+]([B-](F)(F)F)CC)C. The catalyst is C1(C)C=CC=CC=1. The product is [N:24]([C:5]1([CH2:18][C:19]([O:21][CH2:22][CH3:23])=[O:20])[C:6]2[CH:11]=[C:10]([Cl:12])[N:9]=[CH:8][C:7]=2[O:13][C:14]2[C:4]1=[CH:3][C:2]([Br:1])=[CH:16][CH:15]=2)=[N+:25]=[N-:26]. The yield is 0.990. (6) The reactants are [CH2:1]([O:8][C:9]1[C:14](=[O:15])[CH:13]=[C:12]([CH3:16])[NH:11][C:10]=1C(O)=O)[C:2]1[CH:7]=[CH:6][CH:5]=[CH:4][CH:3]=1. The catalyst is CN(C=O)C. The product is [CH2:1]([O:8][C:9]1[C:14](=[O:15])[CH:13]=[C:12]([CH3:16])[NH:11][CH:10]=1)[C:2]1[CH:3]=[CH:4][CH:5]=[CH:6][CH:7]=1. The yield is 0.770.